Dataset: Full USPTO retrosynthesis dataset with 1.9M reactions from patents (1976-2016). Task: Predict the reactants needed to synthesize the given product. (1) Given the product [CH3:17][O:18][C:19]([C:21]1([NH:28][C:8](=[O:10])[C:7]2[CH:11]=[CH:12][C:13]([O:14][CH3:15])=[C:5]([O:4][C:1](=[O:3])[CH3:2])[CH:6]=2)[CH2:22][CH2:23][CH2:24][CH2:25][CH2:26][CH2:27]1)=[O:20], predict the reactants needed to synthesize it. The reactants are: [C:1]([O:4][C:5]1[CH:6]=[C:7]([CH:11]=[CH:12][C:13]=1[O:14][CH3:15])[C:8]([OH:10])=O)(=[O:3])[CH3:2].Cl.[CH3:17][O:18][C:19]([C:21]1([NH2:28])[CH2:27][CH2:26][CH2:25][CH2:24][CH2:23][CH2:22]1)=[O:20].[B-](F)(F)(F)F.CCOC(C(C#N)=NOC(N(C)C)=[N+](C)C)=O.O. (2) Given the product [CH3:25][CH:24]([CH3:26])[C:23]([NH:22][C:18]1[CH:19]=[CH:20][CH:21]=[C:16]([CH:13]2[CH2:12][CH2:11][N:10]([CH2:9][CH2:8][CH2:7][C:6]3[C:30]4[C:29](=[CH:34][CH:33]=[CH:32][CH:31]=4)[N:35]([C:37]4[CH:42]=[CH:41][CH:40]=[CH:39][CH:38]=4)[CH:2]=3)[CH2:15][CH2:14]2)[CH:17]=1)=[O:27], predict the reactants needed to synthesize it. The reactants are: O1CCO[CH:2]1[CH2:6][CH2:7][CH2:8][CH2:9][N:10]1[CH2:15][CH2:14][CH:13]([C:16]2[CH:17]=[C:18]([NH:22][C:23](=[O:27])[CH:24]([CH3:26])[CH3:25])[CH:19]=[CH:20][CH:21]=2)[CH2:12][CH2:11]1.Cl.[C:29]1([N:35]([C:37]2[CH:42]=[CH:41][CH:40]=[CH:39][CH:38]=2)N)[CH:34]=[CH:33][CH:32]=[CH:31][CH:30]=1.